Dataset: NCI-60 drug combinations with 297,098 pairs across 59 cell lines. Task: Regression. Given two drug SMILES strings and cell line genomic features, predict the synergy score measuring deviation from expected non-interaction effect. (1) Cell line: SR. Drug 1: CCCS(=O)(=O)NC1=C(C(=C(C=C1)F)C(=O)C2=CNC3=C2C=C(C=N3)C4=CC=C(C=C4)Cl)F. Drug 2: CN1C(=O)N2C=NC(=C2N=N1)C(=O)N. Synergy scores: CSS=57.8, Synergy_ZIP=-1.99, Synergy_Bliss=3.46, Synergy_Loewe=-8.70, Synergy_HSA=3.60. (2) Drug 1: C1=CC(=CC=C1CC(C(=O)O)N)N(CCCl)CCCl.Cl. Drug 2: CC12CCC3C(C1CCC2OP(=O)(O)O)CCC4=C3C=CC(=C4)OC(=O)N(CCCl)CCCl.[Na+]. Cell line: SR. Synergy scores: CSS=44.6, Synergy_ZIP=-4.67, Synergy_Bliss=-7.04, Synergy_Loewe=-24.4, Synergy_HSA=-4.41.